Predict the reactants needed to synthesize the given product. From a dataset of Full USPTO retrosynthesis dataset with 1.9M reactions from patents (1976-2016). (1) Given the product [Br:37][C:38]1[CH:43]=[CH:42][C:41]([S:44]([N:15]([C:12]2[CH:13]=[CH:14][C:9]([O:8][CH2:7][CH2:6][N:1]3[CH2:2][CH2:3][CH2:4][CH2:5]3)=[CH:10][CH:11]=2)[CH2:16][C:17]2[CH:22]=[CH:21][CH:20]=[C:19]([O:23][CH:24]3[CH2:29][CH2:28][CH2:27][CH2:26][O:25]3)[CH:18]=2)(=[O:46])=[O:45])=[C:40]([O:48][C:49]([F:51])([F:50])[F:52])[CH:39]=1, predict the reactants needed to synthesize it. The reactants are: [N:1]1([CH2:6][CH2:7][O:8][C:9]2[CH:14]=[CH:13][C:12]([NH:15][CH2:16][C:17]3[CH:22]=[CH:21][CH:20]=[C:19]([O:23][CH:24]4[CH2:29][CH2:28][CH2:27][CH2:26][O:25]4)[CH:18]=3)=[CH:11][CH:10]=2)[CH2:5][CH2:4][CH2:3][CH2:2]1.C(N(CC)CC)C.[Br:37][C:38]1[CH:43]=[CH:42][C:41]([S:44](Cl)(=[O:46])=[O:45])=[C:40]([O:48][C:49]([F:52])([F:51])[F:50])[CH:39]=1.[N-]=C=O.C(O)C(N)(CO)CO. (2) Given the product [C:33]1([CH:32]([C:39]2[CH:40]=[CH:41][CH:42]=[CH:43][CH:44]=2)[CH2:31][CH2:30][O:21][C:16]2[C:17]([CH3:20])=[C:18]([CH3:19])[C:13]3[O:12][C:11]([CH3:24])([CH3:23])[CH:10]([C:7]4[CH:8]=[CH:9][C:4]([CH:1]([CH3:3])[CH3:2])=[CH:5][CH:6]=4)[C:14]=3[C:15]=2[CH3:22])[CH:38]=[CH:37][CH:36]=[CH:35][CH:34]=1, predict the reactants needed to synthesize it. The reactants are: [CH:1]([C:4]1[CH:9]=[CH:8][C:7]([CH:10]2[C:14]3[C:15]([CH3:22])=[C:16]([OH:21])[C:17]([CH3:20])=[C:18]([CH3:19])[C:13]=3[O:12][C:11]2([CH3:24])[CH3:23])=[CH:6][CH:5]=1)([CH3:3])[CH3:2].CS(O[CH2:30][CH2:31][CH:32]([C:39]1[CH:44]=[CH:43][CH:42]=[CH:41][CH:40]=1)[C:33]1[CH:38]=[CH:37][CH:36]=[CH:35][CH:34]=1)(=O)=O. (3) Given the product [CH2:1]([C@@H:8]([C:9]([NH:32][C:22]1[N:21]([CH3:20])[C:25]([C:26]2[CH:31]=[CH:30][CH:29]=[CH:28][CH:27]=2)=[CH:24][N:23]=1)=[O:11])[CH2:12][C:13]([OH:15])=[O:14])[C:2]1[CH:3]=[CH:4][CH:5]=[CH:6][CH:7]=1, predict the reactants needed to synthesize it. The reactants are: [CH2:1]([C@H:8]([CH2:12][C:13]([O:15]C(C)(C)C)=[O:14])[C:9]([OH:11])=O)[C:2]1[CH:7]=[CH:6][CH:5]=[CH:4][CH:3]=1.[CH3:20][N:21]1[C:25]([C:26]2[CH:31]=[CH:30][CH:29]=[CH:28][CH:27]=2)=[CH:24][N:23]=[C:22]1[NH2:32]. (4) Given the product [Cl:10][C:11]1[CH:19]=[CH:18][C:14]([C:15](=[O:17])[NH:66][CH2:65][C:64]2[CH:67]=[CH:68][CH:69]=[C:62]([C:61]([F:60])([F:70])[F:71])[CH:63]=2)=[CH:13][C:12]=1[NH:20][C:21]([C:23]1[C:34](=[O:35])[NH:33][C:26]2[N:27]=[C:28]([O:31][CH3:32])[N:29]=[CH:30][C:25]=2[CH:24]=1)=[O:22], predict the reactants needed to synthesize it. The reactants are: C(N(C(C)C)CC)(C)C.[Cl:10][C:11]1[CH:19]=[CH:18][C:14]([C:15]([OH:17])=O)=[CH:13][C:12]=1[NH:20][C:21]([C:23]1[C:34](=[O:35])[NH:33][C:26]2[N:27]=[C:28]([O:31][CH3:32])[N:29]=[CH:30][C:25]=2[CH:24]=1)=[O:22].CN(C(ON1N=NC2C=CC=NC1=2)=[N+](C)C)C.F[P-](F)(F)(F)(F)F.[F:60][C:61]([F:71])([F:70])[C:62]1[CH:63]=[C:64]([CH:67]=[CH:68][CH:69]=1)[CH2:65][NH2:66]. (5) Given the product [C:1]([C:5]1[CH:6]=[CH:7][C:8]([NH:9][C:25]2[N:26]([CH3:12])[C:27]3[CH:32]=[CH:31][C:30]([C:33]([F:35])([F:34])[F:36])=[CH:29][C:28]=3[N:37]=2)=[CH:10][CH:11]=1)([CH3:4])([CH3:2])[CH3:3], predict the reactants needed to synthesize it. The reactants are: [C:1]([C:5]1[CH:11]=[CH:10][C:8]([NH2:9])=[CH:7][CH:6]=1)([CH3:4])([CH3:3])[CH3:2].[CH3:12]CN(C(C)C)C(C)C.C(Cl)(Cl)=S.[CH3:25][NH:26][C:27]1[C:28]([NH2:37])=[CH:29][C:30]([C:33]([F:36])([F:35])[F:34])=[CH:31][CH:32]=1. (6) Given the product [S:33]1[CH2:34][CH2:35][N:36]=[C:32]1[NH:1][C:2]1[CH:3]=[CH:4][C:5]([CH2:8][CH2:9][C:10]2[N:11]=[C:12]([NH:26][C:27](=[O:29])[CH3:28])[S:13][C:14]=2[CH2:15][C:16]2[CH:21]=[CH:20][C:19]([S:22]([CH3:25])(=[O:24])=[O:23])=[CH:18][CH:17]=2)=[CH:6][CH:7]=1, predict the reactants needed to synthesize it. The reactants are: [NH2:1][C:2]1[CH:7]=[CH:6][C:5]([CH2:8][CH2:9][C:10]2[N:11]=[C:12]([NH:26][C:27](=[O:29])[CH3:28])[S:13][C:14]=2[CH2:15][C:16]2[CH:21]=[CH:20][C:19]([S:22]([CH3:25])(=[O:24])=[O:23])=[CH:18][CH:17]=2)=[CH:4][CH:3]=1.CS[C:32]1[S:33][CH2:34][CH2:35][N:36]=1.Cl.C([O-])(O)=O.[Na+].